From a dataset of Full USPTO retrosynthesis dataset with 1.9M reactions from patents (1976-2016). Predict the reactants needed to synthesize the given product. (1) Given the product [F:1][C:2]1[CH:7]=[C:6]([F:8])[C:5]([F:9])=[CH:4][C:3]=1[C:10]1[CH:15]=[CH:14][C:13]([O:16][CH2:17][C:18]2[CH:19]=[CH:20][C:21]3[O:25][N:24]=[C:23]([OH:45])[C:22]=3[CH:46]=2)=[CH:12][CH:11]=1, predict the reactants needed to synthesize it. The reactants are: [F:1][C:2]1[CH:7]=[C:6]([F:8])[C:5]([F:9])=[CH:4][C:3]=1[C:10]1[CH:15]=[CH:14][C:13]([O:16][CH2:17][C:18]2[CH:19]=[CH:20][C:21]3[O:25][N:24](C(C4C=CC=CC=4)(C4C=CC=CC=4)C4C=CC=CC=4)[C:23](=[O:45])[C:22]=3[CH:46]=2)=[CH:12][CH:11]=1.CO.Cl. (2) Given the product [CH3:16][S:17][C:2]1[S:3][C:4]2[CH:10]=[C:9]([C:11]([O:13][CH2:14][CH3:15])=[O:12])[CH:8]=[CH:7][C:5]=2[N:6]=1, predict the reactants needed to synthesize it. The reactants are: Br[C:2]1[S:3][C:4]2[CH:10]=[C:9]([C:11]([O:13][CH2:14][CH3:15])=[O:12])[CH:8]=[CH:7][C:5]=2[N:6]=1.[CH3:16][S-:17].[Na+]. (3) Given the product [Br:1][C:2]1[CH:3]=[CH:4][C:5]([F:18])=[C:6]([C@:8]2([CH2:9][F:10])[CH:11]=[CH:12][S:29][C:28]([NH2:27])=[N:17]2)[CH:7]=1, predict the reactants needed to synthesize it. The reactants are: [Br:1][C:2]1[CH:3]=[CH:4][C:5]([F:18])=[C:6]([C@@:8]([NH2:17])([CH2:11][CH:12](OC)OC)[CH2:9][F:10])[CH:7]=1.C([N:27]=[C:28]=[S:29])(=O)C1C=CC=CC=1.OS(C(F)(F)F)(=O)=O.[OH-].[Na+].